Predict the product of the given reaction. From a dataset of Forward reaction prediction with 1.9M reactions from USPTO patents (1976-2016). Given the reactants N[C:2]1[CH:3]=[C:4]([CH:7]=[CH:8][C:9]=1O)[C:5]#[N:6].[C:11]([N:18]1C=CN=C1)(N1C=CN=C1)=[O:12].C1C[O:26]CC1, predict the reaction product. The product is: [C:5]([C:4]1[CH:7]=[CH:8][C:9]2[NH:18][C:11](=[O:12])[O:26][C:2]=2[CH:3]=1)#[N:6].